This data is from Forward reaction prediction with 1.9M reactions from USPTO patents (1976-2016). The task is: Predict the product of the given reaction. (1) Given the reactants [I-:1].[Na+].[Cl:3][C:4]1[N:9]=[C:8]([Cl:10])[C:7]([CH2:11]Cl)=[CH:6][N:5]=1, predict the reaction product. The product is: [Cl:3][C:4]1[N:9]=[C:8]([Cl:10])[C:7]([CH2:11][I:1])=[CH:6][N:5]=1. (2) Given the reactants C1(O[C:8](=[O:23])[NH:9][C:10]2[CH:15]=[C:14]([N:16]3[CH2:21][CH2:20][O:19][CH2:18][CH2:17]3)[CH:13]=[C:12]([F:22])[CH:11]=2)C=CC=CC=1.[NH2:24][C:25]1[C:34]2[C:29](=[CH:30][CH:31]=[CH:32][CH:33]=2)[C:28]([O:35][C:36]2[CH:41]=[CH:40][N:39]=[C:38]([NH:42][C:43]3[CH:44]=[C:45]([CH:57]=[C:58]([C:60]#[CH:61])[CH:59]=3)[C:46]([NH:48][CH2:49][CH2:50][N:51]3[CH2:56][CH2:55][O:54][CH2:53][CH2:52]3)=[O:47])[N:37]=2)=[CH:27][CH:26]=1.CCN(CC)CC, predict the reaction product. The product is: [C:60]([C:58]1[CH:57]=[C:45]([CH:44]=[C:43]([NH:42][C:38]2[N:37]=[C:36]([O:35][C:28]3[C:29]4[C:34](=[CH:33][CH:32]=[CH:31][CH:30]=4)[C:25]([NH:24][C:8]([NH:9][C:10]4[CH:15]=[C:14]([N:16]5[CH2:17][CH2:18][O:19][CH2:20][CH2:21]5)[CH:13]=[C:12]([F:22])[CH:11]=4)=[O:23])=[CH:26][CH:27]=3)[CH:41]=[CH:40][N:39]=2)[CH:59]=1)[C:46]([NH:48][CH2:49][CH2:50][N:51]1[CH2:52][CH2:53][O:54][CH2:55][CH2:56]1)=[O:47])#[CH:61]. (3) Given the reactants [CH3:1][N:2]1[CH:7]2[CH2:8][CH2:9][CH:3]1[C:4]([NH2:16])([C:10]1[CH:15]=[CH:14][CH:13]=[CH:12][CH:11]=1)[CH2:5][CH2:6]2.C(N(CC)C(C)C)(C)C.[CH3:26][O:27][C:28]1[CH:36]=[C:35]([C:37]([F:40])([F:39])[F:38])[CH:34]=[C:33]([S:41][CH3:42])[C:29]=1[C:30](Cl)=[O:31], predict the reaction product. The product is: [CH3:26][O:27][C:28]1[CH:36]=[C:35]([C:37]([F:38])([F:39])[F:40])[CH:34]=[C:33]([S:41][CH3:42])[C:29]=1[C:30]([NH:16][C:4]1([C:10]2[CH:15]=[CH:14][CH:13]=[CH:12][CH:11]=2)[CH2:5][CH2:6][CH:7]2[N:2]([CH3:1])[CH:3]1[CH2:9][CH2:8]2)=[O:31].